From a dataset of Full USPTO retrosynthesis dataset with 1.9M reactions from patents (1976-2016). Predict the reactants needed to synthesize the given product. (1) The reactants are: [Cl:1][C:2]1[CH:7]=[CH:6][C:5]([CH:8]2[CH2:13][C:12](=[O:14])[NH:11][C:10]([CH3:15])=[C:9]2[C:16]([NH:18][C:19]2[CH:20]=[C:21]3[C:25](=[CH:26][C:27]=2[F:28])[NH:24][N:23]=[CH:22]3)=[O:17])=[CH:4][C:3]=1[N+:29]([O-])=O.Cl[Sn]Cl.O.[OH-].[Na+]. Given the product [NH2:29][C:3]1[CH:4]=[C:5]([CH:8]2[CH2:13][C:12](=[O:14])[NH:11][C:10]([CH3:15])=[C:9]2[C:16]([NH:18][C:19]2[CH:20]=[C:21]3[C:25](=[CH:26][C:27]=2[F:28])[NH:24][N:23]=[CH:22]3)=[O:17])[CH:6]=[CH:7][C:2]=1[Cl:1], predict the reactants needed to synthesize it. (2) Given the product [CH3:16][C:15]1[NH:27][C:25]([CH3:26])=[C:24]([C:23]([O:22][CH:19]([CH3:21])[CH3:20])=[O:28])[CH:5]([C:6]2[C:11]3=[N:12][O:13][N:14]=[C:10]3[CH:9]=[CH:8][CH:7]=2)[C:4]=1[C:3]([O:2][CH3:1])=[O:18], predict the reactants needed to synthesize it. The reactants are: [CH3:1][O:2][C:3](=[O:18])[C:4]([C:15](=O)[CH3:16])=[CH:5][C:6]1[C:11]2=[N:12][O:13][N:14]=[C:10]2[CH:9]=[CH:8][CH:7]=1.[CH:19]([O:22][C:23](=[O:28])/[CH:24]=[C:25](\[NH2:27])/[CH3:26])([CH3:21])[CH3:20]. (3) The reactants are: C(OC([N:8]1[CH2:13][CH2:12][N:11]([C:14]2[CH:19]=[CH:18][N:17]=[C:16]3[S:20][C:21]([C:24](=[O:26])[NH2:25])=[C:22]([NH2:23])[C:15]=23)[CH2:10][CH2:9]1)=O)(C)(C)C.CO.C(Cl)Cl. Given the product [NH2:23][C:22]1[C:15]2[C:16](=[N:17][CH:18]=[CH:19][C:14]=2[N:11]2[CH2:12][CH2:13][NH:8][CH2:9][CH2:10]2)[S:20][C:21]=1[C:24]([NH2:25])=[O:26], predict the reactants needed to synthesize it. (4) The reactants are: [NH2:1][C:2]1[C:3]([CH3:30])=[C:4]([C:8]2[C:20]3[C:19]4[C:14](=[CH:15][C:16]([O:21][CH2:22][CH2:23][O:24][CH3:25])=[CH:17][CH:18]=4)[NH:13][C:12]=3[C:11]([C:26]([NH2:28])=[O:27])=[N:10][C:9]=2[CH3:29])[CH:5]=[CH:6][CH:7]=1.[NH:31]1[C:36]2[CH:37]=[CH:38][CH:39]=[CH:40][C:35]=2[C:34](=O)[O:33][C:32]1=O.COC(OC)OC.O.O.O.O.O.O.[N+]([O-])([O-])=O.[La+3].[N+]([O-])([O-])=O.[N+]([O-])([O-])=O. Given the product [CH3:25][O:24][CH2:23][CH2:22][O:21][C:16]1[CH:15]=[C:14]2[C:19]([C:20]3[C:8]([C:4]4[CH:5]=[CH:6][CH:7]=[C:2]([N:1]5[C:34](=[O:33])[C:35]6[C:36](=[CH:37][CH:38]=[CH:39][CH:40]=6)[N:31]=[CH:32]5)[C:3]=4[CH3:30])=[C:9]([CH3:29])[N:10]=[C:11]([C:26]([NH2:28])=[O:27])[C:12]=3[NH:13]2)=[CH:18][CH:17]=1, predict the reactants needed to synthesize it. (5) Given the product [F:23][C:24]([F:29])([F:28])[C:25]([OH:27])=[O:26].[O:15]([CH2:14][C@H:11]1[CH2:12][CH2:13][C@H:8]([NH2:7])[CH2:9][CH2:10]1)[C:16]1[CH:21]=[CH:20][CH:19]=[CH:18][CH:17]=1, predict the reactants needed to synthesize it. The reactants are: C(OC(=O)[NH:7][C@H:8]1[CH2:13][CH2:12][C@H:11]([CH2:14][O:15][C:16]2[CH:21]=[CH:20][CH:19]=[CH:18][CH:17]=2)[CH2:10][CH2:9]1)(C)(C)C.[F:23][C:24]([F:29])([F:28])[C:25]([OH:27])=[O:26]. (6) Given the product [CH:1]12[CH2:7][CH:4]([CH:5]=[CH:6]1)[CH2:3][CH:2]2[NH:8][C:9](=[S:10])[NH:11][N:12]=[CH:20][C:18]1[CH:17]=[CH:16][CH:15]=[C:14]([CH3:13])[N:19]=1, predict the reactants needed to synthesize it. The reactants are: [CH:1]12[CH2:7][CH:4]([CH:5]=[CH:6]1)[CH2:3][CH:2]2[NH:8][C:9]([NH:11][NH2:12])=[S:10].[CH3:13][C:14]1[N:19]=[C:18]([CH:20]=O)[CH:17]=[CH:16][CH:15]=1. (7) Given the product [O:40]=[C:11]([N:12]1[C:20]2[C:15](=[CH:16][C:17]([O:21][CH2:22][C:23]3[CH:28]=[CH:27][C:26]([O:29][C:30]4[CH:31]=[CH:32][CH:33]=[CH:34][CH:35]=4)=[C:25]([C:36]([F:39])([F:37])[F:38])[CH:24]=3)=[CH:18][CH:19]=2)[CH2:14][CH2:13]1)[CH2:10][NH:9][CH2:8][CH2:7][C:6]([OH:48])=[O:5], predict the reactants needed to synthesize it. The reactants are: C([O:5][C:6](=[O:48])[CH2:7][CH2:8][N:9](C(OC(C)(C)C)=O)[CH2:10][C:11](=[O:40])[N:12]1[C:20]2[C:15](=[CH:16][C:17]([O:21][CH2:22][C:23]3[CH:28]=[CH:27][C:26]([O:29][C:30]4[CH:35]=[CH:34][CH:33]=[CH:32][CH:31]=4)=[C:25]([C:36]([F:39])([F:38])[F:37])[CH:24]=3)=[CH:18][CH:19]=2)[CH2:14][CH2:13]1)(C)(C)C.C(O)(C(F)(F)F)=O.